Task: Regression. Given two drug SMILES strings and cell line genomic features, predict the synergy score measuring deviation from expected non-interaction effect.. Dataset: NCI-60 drug combinations with 297,098 pairs across 59 cell lines (1) Drug 1: CCC1=CC2CC(C3=C(CN(C2)C1)C4=CC=CC=C4N3)(C5=C(C=C6C(=C5)C78CCN9C7C(C=CC9)(C(C(C8N6C)(C(=O)OC)O)OC(=O)C)CC)OC)C(=O)OC. Drug 2: CCN(CC)CCNC(=O)C1=C(NC(=C1C)C=C2C3=C(C=CC(=C3)F)NC2=O)C. Cell line: OVCAR3. Synergy scores: CSS=44.8, Synergy_ZIP=0.424, Synergy_Bliss=-0.401, Synergy_Loewe=-8.01, Synergy_HSA=-0.875. (2) Drug 1: CN1CCC(CC1)COC2=C(C=C3C(=C2)N=CN=C3NC4=C(C=C(C=C4)Br)F)OC. Drug 2: C1=CC(=C2C(=C1NCCNCCO)C(=O)C3=C(C=CC(=C3C2=O)O)O)NCCNCCO. Cell line: NCI-H322M. Synergy scores: CSS=47.7, Synergy_ZIP=5.60, Synergy_Bliss=4.77, Synergy_Loewe=5.57, Synergy_HSA=7.62. (3) Drug 1: CCC1=C2CN3C(=CC4=C(C3=O)COC(=O)C4(CC)O)C2=NC5=C1C=C(C=C5)O. Drug 2: CC(C)(C#N)C1=CC(=CC(=C1)CN2C=NC=N2)C(C)(C)C#N. Cell line: M14. Synergy scores: CSS=16.9, Synergy_ZIP=-6.53, Synergy_Bliss=-1.99, Synergy_Loewe=-13.5, Synergy_HSA=-1.67. (4) Drug 1: CN1C(=O)N2C=NC(=C2N=N1)C(=O)N. Drug 2: C1C(C(OC1N2C=NC3=C2NC=NCC3O)CO)O. Cell line: SW-620. Synergy scores: CSS=0.746, Synergy_ZIP=0.0520, Synergy_Bliss=-1.36, Synergy_Loewe=-1.93, Synergy_HSA=-3.35. (5) Drug 1: CC1C(C(=O)NC(C(=O)N2CCCC2C(=O)N(CC(=O)N(C(C(=O)O1)C(C)C)C)C)C(C)C)NC(=O)C3=C4C(=C(C=C3)C)OC5=C(C(=O)C(=C(C5=N4)C(=O)NC6C(OC(=O)C(N(C(=O)CN(C(=O)C7CCCN7C(=O)C(NC6=O)C(C)C)C)C)C(C)C)C)N)C. Drug 2: CCN(CC)CCNC(=O)C1=C(NC(=C1C)C=C2C3=C(C=CC(=C3)F)NC2=O)C. Cell line: UACC62. Synergy scores: CSS=14.9, Synergy_ZIP=-3.83, Synergy_Bliss=0.623, Synergy_Loewe=-2.78, Synergy_HSA=-2.57. (6) Drug 1: CNC(=O)C1=CC=CC=C1SC2=CC3=C(C=C2)C(=NN3)C=CC4=CC=CC=N4. Drug 2: C1CCN(CC1)CCOC2=CC=C(C=C2)C(=O)C3=C(SC4=C3C=CC(=C4)O)C5=CC=C(C=C5)O. Cell line: HL-60(TB). Synergy scores: CSS=8.70, Synergy_ZIP=3.72, Synergy_Bliss=9.10, Synergy_Loewe=-1.27, Synergy_HSA=1.96. (7) Drug 1: CC1=C2C(C(=O)C3(C(CC4C(C3C(C(C2(C)C)(CC1OC(=O)C(C(C5=CC=CC=C5)NC(=O)OC(C)(C)C)O)O)OC(=O)C6=CC=CC=C6)(CO4)OC(=O)C)OC)C)OC. Drug 2: C1=CN(C=N1)CC(O)(P(=O)(O)O)P(=O)(O)O. Cell line: SF-268. Synergy scores: CSS=37.4, Synergy_ZIP=1.88, Synergy_Bliss=3.33, Synergy_Loewe=-2.95, Synergy_HSA=5.62. (8) Synergy scores: CSS=5.68, Synergy_ZIP=-1.26, Synergy_Bliss=-1.01, Synergy_Loewe=-4.82, Synergy_HSA=-2.83. Drug 2: CC(C1=C(C=CC(=C1Cl)F)Cl)OC2=C(N=CC(=C2)C3=CN(N=C3)C4CCNCC4)N. Drug 1: CS(=O)(=O)C1=CC(=C(C=C1)C(=O)NC2=CC(=C(C=C2)Cl)C3=CC=CC=N3)Cl. Cell line: MALME-3M. (9) Drug 2: C1=CC=C(C(=C1)C(C2=CC=C(C=C2)Cl)C(Cl)Cl)Cl. Cell line: HCC-2998. Drug 1: C1=CN(C(=O)N=C1N)C2C(C(C(O2)CO)O)O.Cl. Synergy scores: CSS=28.0, Synergy_ZIP=-0.430, Synergy_Bliss=-1.73, Synergy_Loewe=-19.5, Synergy_HSA=-1.99.